Dataset: Acute oral toxicity (LD50) regression data from Zhu et al.. Task: Regression/Classification. Given a drug SMILES string, predict its toxicity properties. Task type varies by dataset: regression for continuous values (e.g., LD50, hERG inhibition percentage) or binary classification for toxic/non-toxic outcomes (e.g., AMES mutagenicity, cardiotoxicity, hepatotoxicity). Dataset: ld50_zhu. (1) The compound is FC(F)(F)c1nnc2c3ccccc3ccn12. The rat oral LD50 is 2.56, given as -log10 of the dose in mol/kg body weight (higher means more acutely toxic). (2) The drug is COc1ccc2c3c1OC1C(N=[N+]=[N-])CCC4C(C2)N(C)CCC341. The rat oral LD50 is 3.44, given as -log10 of the dose in mol/kg body weight (higher means more acutely toxic). (3) The drug is COCCOC(=O)CCCCCCCCC(=O)OCCOC. The rat oral LD50 is 1.81, given as -log10 of the dose in mol/kg body weight (higher means more acutely toxic). (4) The molecule is CC(=O)OC1CCCCC1. The rat oral LD50 is 1.32, given as -log10 of the dose in mol/kg body weight (higher means more acutely toxic). (5) The compound is O=C(O)c1cccc(Oc2ccc(C(F)(F)F)cc2Cl)c1. The rat oral LD50 is 2.43, given as -log10 of the dose in mol/kg body weight (higher means more acutely toxic). (6) The compound is CCC1(C)Oc2cccc(OC(=O)NC)c2O1. The rat oral LD50 is 3.98, given as -log10 of the dose in mol/kg body weight (higher means more acutely toxic). (7) The drug is CC(C)(C#N)N=NC(C)(C)C#N. The rat oral LD50 is 3.21, given as -log10 of the dose in mol/kg body weight (higher means more acutely toxic).